This data is from Full USPTO retrosynthesis dataset with 1.9M reactions from patents (1976-2016). The task is: Predict the reactants needed to synthesize the given product. (1) Given the product [CH2:1]([C:8]1[NH:9][C:13]2[CH:14]=[CH:15][CH:16]=[CH:17][C:12]=2[N:11]=1)[C:2]1[CH:7]=[CH:6][CH:5]=[CH:4][CH:3]=1, predict the reactants needed to synthesize it. The reactants are: [CH2:1]([C:8]#[N:9])[C:2]1[CH:7]=[CH:6][CH:5]=[CH:4][CH:3]=1.Cl.[NH2:11][C:12]1[CH:17]=[CH:16][CH:15]=[CH:14][C:13]=1N.O. (2) Given the product [Br:15][C:16]1[CH:17]=[CH:18][C:19]([CH:22]([C:30]2[CH:35]=[CH:34][CH:33]=[CH:32][C:31]=2[CH3:36])[CH2:23][C:24]([C:2]2[CH:7]=[CH:6][C:5]([O:8][CH3:9])=[CH:4][CH:3]=2)=[O:25])=[CH:20][CH:21]=1, predict the reactants needed to synthesize it. The reactants are: Br[C:2]1[CH:7]=[CH:6][C:5]([O:8][CH3:9])=[CH:4][CH:3]=1.C([Li])CCC.[Br:15][C:16]1[CH:21]=[CH:20][C:19]([CH:22]([C:30]2[CH:35]=[CH:34][CH:33]=[CH:32][C:31]=2[CH3:36])[CH2:23][C:24](N(OC)C)=[O:25])=[CH:18][CH:17]=1.[Cl-].[NH4+].